This data is from Full USPTO retrosynthesis dataset with 1.9M reactions from patents (1976-2016). The task is: Predict the reactants needed to synthesize the given product. (1) Given the product [CH2:48]([O:47][C:51](=[O:32])[CH2:58][C:52]1[C:57]2[C:56](=[CH:28][C:27]([O:12][CH2:11][C:10]3[CH:13]=[CH:14][CH:15]=[C:8]([O:1][C:2]4[CH:3]=[CH:4][CH:5]=[CH:6][CH:7]=4)[CH:9]=3)=[CH:26][CH:25]=2)[CH2:55][CH2:54][CH:53]=1)[CH3:49], predict the reactants needed to synthesize it. The reactants are: [O:1]([C:8]1[CH:9]=[C:10]([CH:13]=[CH:14][CH:15]=1)[CH2:11][OH:12])[C:2]1[CH:7]=[CH:6][CH:5]=[CH:4][CH:3]=1.[CH2:25](P([CH2:25][CH2:26][CH2:27][CH3:28])[CH2:25][CH2:26][CH2:27][CH3:28])[CH2:26][CH2:27][CH3:28].N(C(N1CCCCC1)=O)=NC(N1CCCCC1)=[O:32].[O:47]1[CH2:51]C[CH2:49][CH2:48]1.[C:52]1([CH3:58])[CH:57]=[CH:56][CH:55]=[CH:54][CH:53]=1. (2) Given the product [CH2:1]([O:8][C:9]1[CH:14]=[CH:13][C:12]([CH2:15][CH:16]([NH:18][C:19](=[O:30])[C:20]([C:23]2[CH:28]=[CH:27][C:26]([CH3:29])=[CH:25][CH:24]=2)=[CH:21][O:22][CH:36]([F:38])[F:37])[CH3:17])=[CH:11][C:10]=1[O:31][CH3:32])[C:2]1[CH:3]=[CH:4][CH:5]=[CH:6][CH:7]=1, predict the reactants needed to synthesize it. The reactants are: [CH2:1]([O:8][C:9]1[CH:14]=[CH:13][C:12]([CH2:15][CH:16]([NH:18][C:19](=[O:30])[C:20]([C:23]2[CH:28]=[CH:27][C:26]([CH3:29])=[CH:25][CH:24]=2)=[CH:21][OH:22])[CH3:17])=[CH:11][C:10]=1[O:31][CH3:32])[C:2]1[CH:7]=[CH:6][CH:5]=[CH:4][CH:3]=1.[OH-].[K+].Cl[CH:36]([F:38])[F:37]. (3) Given the product [NH2:7][CH:8]([C:9]1[CH:10]=[CH:11][CH:12]=[CH:13][CH:14]=1)[C:15]([NH:16][CH:17]1[CH2:22][CH2:21][CH2:20][CH:19]([N:23]2[C:32]3[CH:31]=[CH:30][CH:29]=[C:28]([Cl:33])[C:27]=3[C:26]3=[N:34][O:35][C:36]([CH3:37])=[C:25]3[C:24]2=[O:38])[CH2:18]1)=[O:39], predict the reactants needed to synthesize it. The reactants are: C(OC(=O)[NH:7][CH:8]([C:15](=[O:39])[NH:16][CH:17]1[CH2:22][CH2:21][CH2:20][CH:19]([N:23]2[C:32]3[CH:31]=[CH:30][CH:29]=[C:28]([Cl:33])[C:27]=3[C:26]3=[N:34][O:35][C:36]([CH3:37])=[C:25]3[C:24]2=[O:38])[CH2:18]1)[C:9]1[CH:14]=[CH:13][CH:12]=[CH:11][CH:10]=1)(C)(C)C.Cl. (4) Given the product [C:22]([C:21]([CH3:25])([CH3:24])[C:18]1[CH:19]=[CH:20][C:15]([NH:14][C:6](=[O:7])[C:5]2[CH:9]=[CH:10][C:11]([O:12][CH3:13])=[C:3]([O:2][CH3:1])[CH:4]=2)=[CH:16][C:17]=1[C:26]([F:27])([F:29])[F:28])#[N:23], predict the reactants needed to synthesize it. The reactants are: [CH3:1][O:2][C:3]1[CH:4]=[C:5]([CH:9]=[CH:10][C:11]=1[O:12][CH3:13])[C:6](Cl)=[O:7].[NH2:14][C:15]1[CH:20]=[CH:19][C:18]([C:21]([CH3:25])([CH3:24])[C:22]#[N:23])=[C:17]([C:26]([F:29])([F:28])[F:27])[CH:16]=1.C(N(CC)CC)C. (5) Given the product [F:22][C:19]1[CH:20]=[CH:21][C:16]([CH2:15][O:14][C:12]2[CH:13]=[C:5]3[C:6](=[CH:10][CH:11]=2)[C:7](=[O:9])[O:8][C:1](=[O:2])[CH2:4]3)=[CH:17][CH:18]=1, predict the reactants needed to synthesize it. The reactants are: [C:1]([CH2:4][C:5]1[CH:13]=[C:12]([O:14][CH2:15][C:16]2[CH:21]=[CH:20][C:19]([F:22])=[CH:18][CH:17]=2)[CH:11]=[CH:10][C:6]=1[C:7]([OH:9])=[O:8])(O)=[O:2].C(Cl)(=O)C. (6) Given the product [CH2:30]([N:37]([CH2:28][C:17]1[C:16]([Cl:15])=[N:21][C:20]([N:22]([CH3:27])[CH:23]([CH3:26])[CH2:24][CH3:25])=[CH:19][N:18]=1)[CH2:38][CH2:39][OH:40])[C:31]1[CH:36]=[CH:35][CH:34]=[CH:33][CH:32]=1, predict the reactants needed to synthesize it. The reactants are: C(O[BH-](OC(=O)C)OC(=O)C)(=O)C.[Na+].[Cl:15][C:16]1[C:17]([CH:28]=O)=[N:18][CH:19]=[C:20]([N:22]([CH3:27])[CH:23]([CH3:26])[CH2:24][CH3:25])[N:21]=1.[CH2:30]([NH:37][CH2:38][CH2:39][OH:40])[C:31]1[CH:36]=[CH:35][CH:34]=[CH:33][CH:32]=1.C(=O)([O-])O.[Na+].